Dataset: Peptide-MHC class II binding affinity with 134,281 pairs from IEDB. Task: Regression. Given a peptide amino acid sequence and an MHC pseudo amino acid sequence, predict their binding affinity value. This is MHC class II binding data. (1) The peptide sequence is YATFFIKANSKFIGITE. The MHC is H-2-IAs with pseudo-sequence H-2-IAs. The binding affinity (normalized) is 0.697. (2) The peptide sequence is RCYSIQGPDGHLISF. The MHC is DRB1_0101 with pseudo-sequence DRB1_0101. The binding affinity (normalized) is 0.560. (3) The peptide sequence is VLSYVIGLLPQDMVI. The MHC is DRB1_0301 with pseudo-sequence DRB1_0301. The binding affinity (normalized) is 0.769. (4) The peptide sequence is GMFMIDNQKLSYLKV. The MHC is DRB1_0101 with pseudo-sequence DRB1_0101. The binding affinity (normalized) is 0.685.